Task: Predict the product of the given reaction.. Dataset: Forward reaction prediction with 1.9M reactions from USPTO patents (1976-2016) (1) Given the reactants [C:1]1([C:29]2[CH:34]=[CH:33][CH:32]=[CH:31][CH:30]=2)[CH:6]=[CH:5][C:4]([CH2:7][CH2:8][CH:9]([OH:28])[CH:10]([CH2:18][CH2:19][O:20][Si:21]([C:24]([CH3:27])([CH3:26])[CH3:25])([CH3:23])[CH3:22])[C:11]([O:13][C:14]([CH3:17])([CH3:16])[CH3:15])=[O:12])=[CH:3][CH:2]=1.ClC(Cl)(Cl)C(=N)O[CH2:39][C:40]1[CH:45]=[CH:44][C:43]([O:46][CH3:47])=[CH:42][CH:41]=1, predict the reaction product. The product is: [C:1]1([C:29]2[CH:30]=[CH:31][CH:32]=[CH:33][CH:34]=2)[CH:6]=[CH:5][C:4]([CH2:7][CH2:8][CH:9]([O:28][CH2:39][C:40]2[CH:45]=[CH:44][C:43]([O:46][CH3:47])=[CH:42][CH:41]=2)[CH:10]([CH2:18][CH2:19][O:20][Si:21]([C:24]([CH3:25])([CH3:26])[CH3:27])([CH3:22])[CH3:23])[C:11]([O:13][C:14]([CH3:17])([CH3:15])[CH3:16])=[O:12])=[CH:3][CH:2]=1. (2) The product is: [CH3:1][O:2][C:3](=[O:23])[CH2:4][C@@H:5]1[C:17]2[N:16]([C@H:51]([C:48]3[CH:47]=[CH:46][C:45]([C:44]([F:43])([F:54])[F:55])=[CH:50][CH:49]=3)[CH3:52])[C:15]3[C:10](=[CH:11][C:12]([F:22])=[CH:13][C:14]=3[S:18]([CH3:21])(=[O:20])=[O:19])[C:9]=2[CH2:8][CH2:7][CH2:6]1. Given the reactants [CH3:1][O:2][C:3](=[O:23])[CH2:4][C@@H:5]1[C:17]2[NH:16][C:15]3[C:10](=[CH:11][C:12]([F:22])=[CH:13][C:14]=3[S:18]([CH3:21])(=[O:20])=[O:19])[C:9]=2[CH2:8][CH2:7][CH2:6]1.C1(P(C2C=CC=CC=2)C2C=CC=CC=2)C=CC=CC=1.[F:43][C:44]([F:55])([F:54])[C:45]1[CH:50]=[CH:49][C:48]([C@H:51](O)[CH3:52])=[CH:47][CH:46]=1.N(C(OC(C)(C)C)=O)=NC(OC(C)(C)C)=O, predict the reaction product. (3) Given the reactants [Cl:1][C:2]1[C:10]2[CH:9]=[C:8]([O:11][CH2:12][C:13]3[CH:18]=[CH:17][C:16]([O:19][CH:20]([CH3:22])[CH3:21])=[C:15]([C:23]([F:26])([F:25])[F:24])[CH:14]=3)[CH:7]=[CH:6][C:5]=2[N:4]2[CH2:27][CH2:28][C@H:29]([CH2:30][C:31]([OH:33])=[O:32])[C:3]=12.[CH2:34]([NH2:37])[CH2:35][NH2:36].C(#N)C, predict the reaction product. The product is: [OH2:11].[CH2:34]([NH2:37])[CH2:35][NH2:36].[Cl:1][C:2]1[C:10]2[CH:9]=[C:8]([O:11][CH2:12][C:13]3[CH:18]=[CH:17][C:16]([O:19][CH:20]([CH3:22])[CH3:21])=[C:15]([C:23]([F:24])([F:25])[F:26])[CH:14]=3)[CH:7]=[CH:6][C:5]=2[N:4]2[CH2:27][CH2:28][C@H:29]([CH2:30][C:31]([OH:33])=[O:32])[C:3]=12.